Dataset: Full USPTO retrosynthesis dataset with 1.9M reactions from patents (1976-2016). Task: Predict the reactants needed to synthesize the given product. (1) Given the product [F:21][C:22]1[C:30]2[C:29]([NH2:31])=[CH:28][C:27]([C:2]3[CH:3]=[C:4]4[CH:10]=[N:9][N:8]([S:11]([C:14]5[CH:19]=[CH:18][C:17]([CH3:20])=[CH:16][CH:15]=5)(=[O:13])=[O:12])[C:5]4=[N:6][CH:7]=3)=[CH:26][C:25]=2[N:24]([S:36]([C:39]2[CH:40]=[CH:41][CH:42]=[CH:43][CH:44]=2)(=[O:37])=[O:38])[N:23]=1, predict the reactants needed to synthesize it. The reactants are: Br[C:2]1[CH:3]=[C:4]2[CH:10]=[N:9][N:8]([S:11]([C:14]3[CH:19]=[CH:18][C:17]([CH3:20])=[CH:16][CH:15]=3)(=[O:13])=[O:12])[C:5]2=[N:6][CH:7]=1.[F:21][C:22]1[C:30]2[C:29]([NH2:31])=[CH:28][C:27]([Sn](C)(C)C)=[CH:26][C:25]=2[N:24]([S:36]([C:39]2[CH:44]=[CH:43][CH:42]=[CH:41][CH:40]=2)(=[O:38])=[O:37])[N:23]=1. (2) Given the product [NH2:15][C@H:7]1[C:8]2[C:13](=[CH:12][CH:11]=[C:10]([Br:14])[CH:9]=2)[N:4]([C:1](=[O:3])[CH3:2])[C@@H:5]([CH2:27][CH3:28])[C@@H:6]1[CH3:26], predict the reactants needed to synthesize it. The reactants are: [C:1]([N:4]1[C:13]2[C:8](=[CH:9][C:10]([Br:14])=[CH:11][CH:12]=2)[C@H:7]([NH:15]C(=O)OCC2C=CC=CC=2)[C@@H:6]([CH3:26])[C@@H:5]1[CH2:27][CH3:28])(=[O:3])[CH3:2].[OH-].[K+].O.C(O)C. (3) Given the product [CH3:26][C:24]1[S:25][C:21]2[CH:20]=[CH:19][C:18]([O:17][CH2:16][C@H:15]([OH:28])[CH2:14][N:11]3[CH2:10][CH2:9][NH:8][CH2:13][CH2:12]3)=[CH:27][C:22]=2[N:23]=1, predict the reactants needed to synthesize it. The reactants are: C(OC([N:8]1[CH2:13][CH2:12][N:11]([CH2:14][CH:15]([OH:28])[CH2:16][O:17][C:18]2[CH:19]=[CH:20][C:21]3[S:25][C:24]([CH3:26])=[N:23][C:22]=3[CH:27]=2)[CH2:10][CH2:9]1)=O)(C)(C)C. (4) Given the product [Cl:1][C:2]1[CH:3]=[C:4]([CH2:18][CH2:19][C:20]([O:22][CH2:23][CH3:24])=[O:21])[CH:5]=[C:6]([O:16][CH3:17])[C:7]=1[OH:8], predict the reactants needed to synthesize it. The reactants are: [Cl:1][C:2]1[CH:3]=[C:4](/[CH:18]=[CH:19]/[C:20]([O:22][CH2:23][CH3:24])=[O:21])[CH:5]=[C:6]([O:16][CH3:17])[C:7]=1[O:8]CC1C=CC=CC=1. (5) Given the product [C:8]([O:12][C:13](=[O:28])[NH:14][C:15]([CH3:27])([C:18]1[CH:23]=[CH:22][CH:21]=[C:20]([N+:24]([O-:26])=[O:25])[CH:19]=1)[CH2:16][NH:2][CH3:1])([CH3:11])([CH3:10])[CH3:9], predict the reactants needed to synthesize it. The reactants are: [CH3:1][NH2:2].C1COCC1.[C:8]([O:12][C:13](=[O:28])[NH:14][C:15]([CH3:27])([C:18]1[CH:23]=[CH:22][CH:21]=[C:20]([N+:24]([O-:26])=[O:25])[CH:19]=1)[CH:16]=O)([CH3:11])([CH3:10])[CH3:9].C(O[BH-](OC(=O)C)OC(=O)C)(=O)C.[Na+].C([O-])(O)=O.[Na+]. (6) Given the product [CH:20]([NH:19][C:16]1[S:17][CH:18]=[C:14]([C:4]2[N:3]=[C:2]([O:1][CH:37]3[CH2:54][CH:53]4[N:39]([C:40](=[O:60])[N:41]([CH3:59])[CH2:42][CH2:43][CH2:44][CH2:45][CH:46]=[CH:47][CH:48]5[C:50]([C:56]([OH:58])=[O:57])([NH:51][C:52]4=[O:55])[CH2:49]5)[CH2:38]3)[C:11]3[C:6]([CH:5]=2)=[CH:7][C:8]([O:12][CH3:13])=[CH:9][CH:10]=3)[N:15]=1)([CH3:22])[CH3:21], predict the reactants needed to synthesize it. The reactants are: [OH:1][C:2]1[C:11]2[C:6](=[CH:7][C:8]([O:12][CH3:13])=[CH:9][CH:10]=2)[CH:5]=[C:4]([C:14]2[N:15]=[C:16]([NH:19][CH:20]([CH3:22])[CH3:21])[S:17][CH:18]=2)[N:3]=1.ClC1N=C(O[CH:37]2[CH2:54][CH:53]3[N:39]([C:40](=[O:60])[N:41]([CH3:59])[CH2:42][CH2:43][CH2:44][CH2:45][CH:46]=[CH:47][CH:48]4[C:50]([C:56]([OH:58])=[O:57])([NH:51][C:52]3=[O:55])[CH2:49]4)[CH2:38]2)C2C(C=1)=CC(OC)=CC=2. (7) Given the product [CH2:8]1[C:9]2[C:4](=[CH:3][C:2]([C:21]#[N:22])=[CH:11][CH:10]=2)[CH2:5][CH2:6][NH:7]1, predict the reactants needed to synthesize it. The reactants are: Br[C:2]1[CH:3]=[C:4]2[C:9](=[CH:10][CH:11]=1)[CH2:8][N:7](C(=O)C(F)(F)F)[CH2:6][CH2:5]2.O.O.[NH4+].[CH3:21][N:22]1C(=O)CCC1. (8) Given the product [CH2:1]([O:4][C:8]1[CH:17]=[CH:16][CH:15]=[C:14]2[C:9]=1[C:10]([NH:18][C:19]1[CH:20]=[C:21]3[C:25](=[CH:26][CH:27]=1)[N:24]([CH2:28][C:29]1[CH:34]=[CH:33][CH:32]=[CH:31][N:30]=1)[CH:23]=[CH:22]3)=[N:11][CH:12]=[N:13]2)[CH:2]=[CH2:3], predict the reactants needed to synthesize it. The reactants are: [CH2:1]([OH:4])[CH:2]=[CH2:3].[H-].[Na+].F[C:8]1[CH:17]=[CH:16][CH:15]=[C:14]2[C:9]=1[C:10]([NH:18][C:19]1[CH:20]=[C:21]3[C:25](=[CH:26][CH:27]=1)[N:24]([CH2:28][C:29]1[CH:34]=[CH:33][CH:32]=[CH:31][N:30]=1)[CH:23]=[CH:22]3)=[N:11][CH:12]=[N:13]2. (9) Given the product [CH3:20][O:19][C:14]1[CH:15]=[CH:16][CH:17]=[CH:18][C:13]=1[C:12]1[C:3]([CH2:2][S:30][C:24]2[CH:29]=[CH:28][CH:27]=[CH:26][CH:25]=2)=[C:4]2[C:9](=[CH:10][CH:11]=1)[NH:8][C:7]([CH3:22])([CH3:21])[CH:6]=[C:5]2[CH3:23], predict the reactants needed to synthesize it. The reactants are: Cl[CH2:2][C:3]1[C:12]([C:13]2[CH:18]=[CH:17][CH:16]=[CH:15][C:14]=2[O:19][CH3:20])=[CH:11][CH:10]=[C:9]2[C:4]=1[C:5]([CH3:23])=[CH:6][C:7]([CH3:22])([CH3:21])[NH:8]2.[C:24]1([SH:30])[CH:29]=[CH:28][CH:27]=[CH:26][CH:25]=1.C(=O)([O-])[O-].[K+].[K+].